This data is from Full USPTO retrosynthesis dataset with 1.9M reactions from patents (1976-2016). The task is: Predict the reactants needed to synthesize the given product. (1) Given the product [C:16]([C:20]1[CH:24]=[C:23]([NH:25][C:26]([NH:28][C:29]2[C:38]3[C:33](=[CH:34][CH:35]=[CH:36][CH:37]=3)[C:32]([O:39][C:40]3[CH:45]=[CH:44][N:43]=[C:42]([NH:10][C:9]4[CH:11]=[C:12]([O:14][CH3:15])[CH:13]=[C:7]([S:4]([CH:1]5[CH2:3][CH2:2]5)(=[O:6])=[O:5])[CH:8]=4)[N:41]=3)=[CH:31][CH:30]=2)=[O:27])[N:22]([C:47]2[CH:48]=[N:49][C:50]([O:53][CH3:54])=[CH:51][CH:52]=2)[N:21]=1)([CH3:19])([CH3:17])[CH3:18], predict the reactants needed to synthesize it. The reactants are: [CH:1]1([S:4]([C:7]2[CH:8]=[C:9]([CH:11]=[C:12]([O:14][CH3:15])[CH:13]=2)[NH2:10])(=[O:6])=[O:5])[CH2:3][CH2:2]1.[C:16]([C:20]1[CH:24]=[C:23]([NH:25][C:26]([NH:28][C:29]2[C:38]3[C:33](=[CH:34][CH:35]=[CH:36][CH:37]=3)[C:32]([O:39][C:40]3[CH:45]=[CH:44][N:43]=[C:42](Cl)[N:41]=3)=[CH:31][CH:30]=2)=[O:27])[N:22]([C:47]2[CH:48]=[N:49][C:50]([O:53][CH3:54])=[CH:51][CH:52]=2)[N:21]=1)([CH3:19])([CH3:18])[CH3:17].C([O-])(O)=O.[Na+]. (2) The reactants are: CO.[N+:3]([C:6]1[CH:31]=[CH:30][C:9]([C:10]([NH:12][C:13]2[CH:21]=[C:20]([CH2:22][CH2:23][C:24]3[CH:29]=[CH:28][CH:27]=[CH:26][CH:25]=3)[CH:19]=[CH:18][C:14]=2[C:15]([OH:17])=[O:16])=[O:11])=[CH:8][CH:7]=1)([O-])=O. Given the product [NH2:3][C:6]1[CH:7]=[CH:8][C:9]([C:10]([NH:12][C:13]2[CH:21]=[C:20]([CH2:22][CH2:23][C:24]3[CH:25]=[CH:26][CH:27]=[CH:28][CH:29]=3)[CH:19]=[CH:18][C:14]=2[C:15]([OH:17])=[O:16])=[O:11])=[CH:30][CH:31]=1, predict the reactants needed to synthesize it. (3) Given the product [Cl:1][C:2]1[CH:7]=[CH:6][C:5]([CH2:8][CH:9]([C:18]2[N:23]3[C:24]([F:41])=[CH:25][C:26]([C:28]4[CH:33]=[CH:32][N:31]=[C:30]([NH:34][C:35]5[N:36]([CH3:40])[N:37]=[CH:38][CH:39]=5)[N:29]=4)=[CH:27][C:22]3=[N:21][N:20]=2)[CH2:10][C:11]([O:13][C:14]([CH3:17])([CH3:16])[CH3:15])=[O:12])=[CH:4][CH:3]=1, predict the reactants needed to synthesize it. The reactants are: [Cl:1][C:2]1[CH:7]=[CH:6][C:5]([CH2:8][CH:9]([C:18]([NH:20]/[N:21]=[C:22]2\[NH:23][C:24]([F:41])=[CH:25][C:26]([C:28]3[CH:33]=[CH:32][N:31]=[C:30]([NH:34][C:35]4[N:36]([CH3:40])[N:37]=[CH:38][CH:39]=4)[N:29]=3)=[CH:27]\2)=O)[CH2:10][C:11]([O:13][C:14]([CH3:17])([CH3:16])[CH3:15])=[O:12])=[CH:4][CH:3]=1.CCN(C(C)C)C(C)C.C1C=CC(P(C2C=CC=CC=2)C2C=CC=CC=2)=CC=1.BrBr. (4) The reactants are: [C:1]([NH:9][C:10]1[C:19]2[C:14](=[CH:15][CH:16]=[CH:17][CH:18]=2)[C:13]([S:20](Cl)(=[O:22])=[O:21])=[CH:12][CH:11]=1)(=[O:8])[C:2]1[CH:7]=[CH:6][CH:5]=[CH:4][CH:3]=1.[NH2:24][CH:25]1[CH2:30][CH2:29][N:28](CC2C=CC=CC=2)[CH2:27][CH:26]1[CH3:38].[C:39](OC(N1CCC(N)CC1)=O)(C)(C)C.[CH2:53]([N:55]=[C:56]=[O:57])[CH3:54].N(C(C)C)=C=O. Given the product [CH2:53]([NH:55][C:56]([N:28]1[CH2:29][CH2:30][C@H:25]([NH:24][S:20]([C:13]2[C:14]3[C:19](=[CH:18][CH:17]=[CH:16][CH:15]=3)[C:10]([NH:9][C:1](=[O:8])[C:2]3[CH:7]=[CH:6][CH:5]=[CH:4][C:3]=3[CH3:39])=[CH:11][CH:12]=2)(=[O:22])=[O:21])[C@H:26]([CH3:38])[CH2:27]1)=[O:57])[CH3:54], predict the reactants needed to synthesize it. (5) Given the product [CH:49]12[CH2:57][CH:53]3[CH2:52][CH:51]([CH2:56][CH:55]([CH2:54]3)[CH:48]1[NH:47][C:14]([C:8]1[CH:7]=[N:6][N:5]([C:1]([CH3:2])([CH3:3])[CH3:4])[C:9]=1[C:10]([F:11])([F:12])[F:13])=[O:16])[CH2:50]2, predict the reactants needed to synthesize it. The reactants are: [C:1]([N:5]1[C:9]([C:10]([F:13])([F:12])[F:11])=[C:8]([C:14]([OH:16])=O)[CH:7]=[N:6]1)([CH3:4])([CH3:3])[CH3:2].CCN(C(C)C)C(C)C.[B-](F)(F)(F)F.CN(C(ON1C(=O)CCC1=O)=[N+](C)C)C.Cl.[NH2:47][CH:48]1[CH:55]2[CH2:56][CH:51]3[CH2:52][CH:53]([CH2:57][CH:49]1[CH2:50]3)[CH2:54]2. (6) Given the product [NH2:1][C:2]1[S:3][C:4]2[C:10]([O:11][CH3:12])=[C:9]([Br:13])[CH:8]=[C:7]([OH:14])[C:5]=2[N:6]=1, predict the reactants needed to synthesize it. The reactants are: [NH2:1][C:2]1[S:3][C:4]2[C:10]([O:11][CH3:12])=[C:9]([Br:13])[CH:8]=[C:7]([O:14]C)[C:5]=2[N:6]=1.B(Br)(Br)Br.